Task: Predict which catalyst facilitates the given reaction.. Dataset: Catalyst prediction with 721,799 reactions and 888 catalyst types from USPTO (1) Reactant: [CH3:1][O:2][C:3]1[CH:10]=[CH:9][C:6]([C:7]#[N:8])=[C:5]([N+:11]([O-])=O)[CH:4]=1.CCCCCC. Product: [NH2:11][C:5]1[CH:4]=[C:3]([O:2][CH3:1])[CH:10]=[CH:9][C:6]=1[C:7]#[N:8]. The catalyst class is: 50. (2) Reactant: [C:1]([N:8]1[CH2:31][CH2:30][C@@:15]23[C:16]4[CH:17]=[C:18]([O:23][C:24](=[O:29])[C:25]([CH3:28])([CH3:27])[CH3:26])[CH:19]=[CH:20][C:21]=4[CH2:22][C@@H:9]1[C@@H:10]2[CH2:11][CH2:12][CH2:13][CH2:14]3)(OC(C)(C)C)=O.O1CCOCC1.Cl.C(Br)[C:40]1[CH:45]=[CH:44][CH:43]=[CH:42][CH:41]=1. Product: [CH2:1]([N:8]1[CH2:31][CH2:30][C@@:15]23[C:16]4[CH:17]=[C:18]([O:23][C:24](=[O:29])[C:25]([CH3:27])([CH3:26])[CH3:28])[CH:19]=[CH:20][C:21]=4[CH2:22][C@@H:9]1[C@@H:10]2[CH2:11][CH2:12][CH2:13][CH2:14]3)[C:40]1[CH:45]=[CH:44][CH:43]=[CH:42][CH:41]=1. The catalyst class is: 2. (3) Reactant: [NH2:1][C:2]1[CH:3]=[C:4]([N:8]2[C:12]3=[N:13][CH:14]=[N:15][C:16]([NH2:17])=[C:11]3[CH:10]=[N:9]2)[CH:5]=[CH:6][CH:7]=1.[S:18]1[CH:22]=[CH:21][C:20]([C:23](O)=[O:24])=[CH:19]1.Cl.CN(C)CCCN=C=NCC.ON1C2C=CC=CC=2N=N1. Product: [NH2:17][C:16]1[N:15]=[CH:14][N:13]=[C:12]2[N:8]([C:4]3[CH:3]=[C:2]([NH:1][C:23]([C:20]4[CH:21]=[CH:22][S:18][CH:19]=4)=[O:24])[CH:7]=[CH:6][CH:5]=3)[N:9]=[CH:10][C:11]=12. The catalyst class is: 121. (4) Reactant: [NH:1]1[C:5]([C:6]2[CH:11]=[CH:10][CH:9]=[CH:8][C:7]=2[NH:12]C(=O)OCCCC)=[CH:4][N:3]=[CH:2]1.[ClH:20]. Product: [Cl-:20].[NH3+:12][C:7]1[CH:8]=[CH:9][CH:10]=[CH:11][C:6]=1[C:5]1[N:1]=[CH:2][NH2+:3][CH:4]=1.[Cl-:20]. The catalyst class is: 12. (5) Reactant: Br[C:2]1[N:7]=[C:6]([C:8]2[CH:9]=[C:10]([CH:16]=[CH:17][CH:18]=2)[C:11]([O:13][CH2:14][CH3:15])=[O:12])[CH:5]=[CH:4][CH:3]=1.[CH:19]([C:22]1[CH:27]=[CH:26][C:25](B(O)O)=[CH:24][CH:23]=1)([CH3:21])[CH3:20].C(=O)([O-])[O-].[Na+].[Na+]. Product: [CH:19]([C:22]1[CH:27]=[CH:26][C:25]([C:2]2[N:7]=[C:6]([C:8]3[CH:9]=[C:10]([CH:16]=[CH:17][CH:18]=3)[C:11]([O:13][CH2:14][CH3:15])=[O:12])[CH:5]=[CH:4][CH:3]=2)=[CH:24][CH:23]=1)([CH3:21])[CH3:20]. The catalyst class is: 47.